The task is: Predict the reaction yield, written as a fraction of the theoretical maximum amount of product (1.0 means a 100% yield; for example, 0.34 means a 34% yield).. This data is from Reaction yield outcomes from USPTO patents with 853,638 reactions. (1) The yield is 0.670. The reactants are [NH2:1][C:2]1[CH:3]=[C:4]2[C:20](=[O:21])[NH:19][N:18]=[CH:17][C:6]3=[C:7]([C:11]4[CH:16]=[CH:15][CH:14]=[CH:13][CH:12]=4)[NH:8][C:9]([CH:10]=1)=[C:5]23.[C:22]([O:26][C:27]([NH:29][C@@H:30]([CH:34]1[CH2:39][CH2:38][CH2:37][CH2:36][CH2:35]1)[C:31](O)=[O:32])=[O:28])([CH3:25])([CH3:24])[CH3:23].C(N(CC)CC)C.F[P-](F)(F)(F)(F)F.N1(OC(N(C)C)=[N+](C)C)C2N=CC=CC=2N=N1. The catalyst is CN(C)C=O.C(OCC)C.CCCCCC.C(OCC)(=O)C. The product is [CH:34]1([C@H:30]([NH:29][C:27](=[O:28])[O:26][C:22]([CH3:24])([CH3:23])[CH3:25])[C:31](=[O:32])[NH:1][C:2]2[CH:3]=[C:4]3[C:20](=[O:21])[NH:19][N:18]=[CH:17][C:6]4=[C:7]([C:11]5[CH:12]=[CH:13][CH:14]=[CH:15][CH:16]=5)[NH:8][C:9]([CH:10]=2)=[C:5]34)[CH2:35][CH2:36][CH2:37][CH2:38][CH2:39]1. (2) The reactants are [C:1]([O:5][C:6]([NH:8][C@@H:9]([C:15]1[CH:23]=[CH:22][C:18]([C:19]([OH:21])=O)=[CH:17][CH:16]=1)[CH2:10][C:11]([O:13][CH3:14])=[O:12])=[O:7])([CH3:4])([CH3:3])[CH3:2].CN(C(ON1N=NC2C=CC=CC1=2)=[N+](C)C)C.[B-](F)(F)(F)F.C1C=CC2N(O)N=NC=2C=1.CCN(C(C)C)C(C)C.[NH2:65][C:66]1[CH:71]=[CH:70][N:69]=[CH:68][CH:67]=1. The catalyst is CN(C=O)C. The product is [CH3:14][O:13][C:11](=[O:12])[CH2:10][C@@H:9]([NH:8][C:6]([O:5][C:1]([CH3:2])([CH3:3])[CH3:4])=[O:7])[C:15]1[CH:23]=[CH:22][C:18]([C:19](=[O:21])[NH:65][C:66]2[CH:71]=[CH:70][N:69]=[CH:68][CH:67]=2)=[CH:17][CH:16]=1. The yield is 0.670. (3) The reactants are C([Li])(CC)C.[F:6][C:7]1[C:12]([F:13])=[CH:11][CH:10]=[CH:9][C:8]=1[Si:14]([CH3:17])([CH3:16])[CH3:15].C(O[B:22]1[O:26][C:25]([CH3:28])([CH3:27])[C:24]([CH3:30])([CH3:29])[O:23]1)(C)C. The catalyst is C1COCC1. The product is [F:6][C:7]1[C:12]([F:13])=[C:11]([B:22]2[O:26][C:25]([CH3:28])([CH3:27])[C:24]([CH3:30])([CH3:29])[O:23]2)[CH:10]=[CH:9][C:8]=1[Si:14]([CH3:17])([CH3:16])[CH3:15]. The yield is 0.600. (4) The reactants are [CH2:1]([O:3][C@H:4]1[CH2:8][NH:7][CH2:6][C@H:5]1[NH:9][C:10]1[C:15]([CH2:16][CH3:17])=[N:14][CH:13]=[C:12]([CH2:18][CH3:19])[N:11]=1)[CH3:2].C(N(CC)CC)C.Cl[C:28]([O:30][CH3:31])=[O:29].C([O-])(O)=O.[Na+]. The catalyst is C(Cl)Cl. The product is [CH2:16]([C:15]1[C:10]([NH:9][C@H:5]2[C@@H:4]([O:3][CH2:1][CH3:2])[CH2:8][N:7]([C:28]([O:30][CH3:31])=[O:29])[CH2:6]2)=[N:11][C:12]([CH2:18][CH3:19])=[CH:13][N:14]=1)[CH3:17]. The yield is 0.980. (5) The reactants are [N+:1]([C:4]1[CH:8]=[CH:7][N:6]([C:9]2[CH:14]=[CH:13][CH:12]=[C:11]([C:15]([F:18])([F:17])[F:16])[CH:10]=2)[N:5]=1)([O-])=O. The catalyst is CO.[Pd]. The product is [F:18][C:15]([F:16])([F:17])[C:11]1[CH:10]=[C:9]([N:6]2[CH:7]=[CH:8][C:4]([NH2:1])=[N:5]2)[CH:14]=[CH:13][CH:12]=1. The yield is 0.970.